Task: Predict the product of the given reaction.. Dataset: Forward reaction prediction with 1.9M reactions from USPTO patents (1976-2016) (1) Given the reactants C([O:3][C:4]([C:6]1[C:7]2[CH:8]=[CH:9][C:10]([CH2:16]P(OCC)(OCC)=O)=[N:11][C:12]=2[CH:13]=[CH:14][CH:15]=1)=[O:5])C.[H-].[Na+].[O:27]1[CH2:32][CH2:31][N:30]([C:33]2[C:34]3[N:35]([C:39]([C:44]4[CH:49]=[CH:48][CH:47]=[CH:46][CH:45]=4)=[C:40]([CH:42]=O)[N:41]=3)[N:36]=[CH:37][CH:38]=2)[CH2:29][CH2:28]1, predict the reaction product. The product is: [O:27]1[CH2:28][CH2:29][N:30]([C:33]2[C:34]3[N:35]([C:39]([C:44]4[CH:45]=[CH:46][CH:47]=[CH:48][CH:49]=4)=[C:40](/[CH:42]=[CH:16]/[C:10]4[CH:9]=[CH:8][C:7]5[C:6]([C:4]([OH:3])=[O:5])=[CH:15][CH:14]=[CH:13][C:12]=5[N:11]=4)[N:41]=3)[N:36]=[CH:37][CH:38]=2)[CH2:31][CH2:32]1. (2) Given the reactants [F:1][C:2]([F:39])=[CH:3][C:4]1[N:5]=[C:6]([C:17]2[CH:18]=[CH:19][C:20]([C:23]3[CH:28]=[CH:27][C:26]([O:29]CC4C=CC(OC)=CC=4)=[CH:25][CH:24]=3)=[N:21][CH:22]=2)[N:7]([CH2:9][O:10][CH2:11][CH2:12][Si:13]([CH3:16])([CH3:15])[CH3:14])[CH:8]=1, predict the reaction product. The product is: [F:39][CH:2]([F:1])[CH2:3][C:4]1[N:5]=[C:6]([C:17]2[CH:18]=[CH:19][C:20]([C:23]3[CH:28]=[CH:27][C:26]([OH:29])=[CH:25][CH:24]=3)=[N:21][CH:22]=2)[N:7]([CH2:9][O:10][CH2:11][CH2:12][Si:13]([CH3:16])([CH3:14])[CH3:15])[CH:8]=1.